From a dataset of Forward reaction prediction with 1.9M reactions from USPTO patents (1976-2016). Predict the product of the given reaction. (1) Given the reactants N(C1C(C)=CC([N+]([O-])=O)=CN=1)N.FC(F)C(OC(=O)C(F)F)=O.[F:24][CH:25]([F:40])[C:26]([NH:28][NH:29][C:30]1[C:35]([CH3:36])=[CH:34][C:33]([N+:37]([O-:39])=[O:38])=[CH:32][N:31]=1)=O, predict the reaction product. The product is: [F:24][CH:25]([F:40])[C:26]1[N:31]2[CH:32]=[C:33]([N+:37]([O-:39])=[O:38])[CH:34]=[C:35]([CH3:36])[C:30]2=[N:29][N:28]=1. (2) Given the reactants [CH3:1][O:2][C:3]1[CH:4]=[C:5]([CH:13]=[CH:14][C:15]=1[NH:16][C:17]1[N:18]=[C:19]([O:44][C:45]2([CH3:49])[CH2:48][CH2:47][CH2:46]2)[C:20]2[C:25]([C:26]3[CH:35]=[CH:34][C:29]4[N:30]=[C:31]([CH3:33])[O:32][C:28]=4[CH:27]=3)=[CH:24][N:23](COCC[Si](C)(C)C)[C:21]=2[N:22]=1)[C:6]([NH:8][CH:9]1[CH2:12][O:11][CH2:10]1)=[O:7].[F-].C([N+](CCCC)(CCCC)CCCC)CCC, predict the reaction product. The product is: [CH3:1][O:2][C:3]1[CH:4]=[C:5]([CH:13]=[CH:14][C:15]=1[NH:16][C:17]1[N:18]=[C:19]([O:44][C:45]2([CH3:49])[CH2:48][CH2:47][CH2:46]2)[C:20]2[C:25]([C:26]3[CH:35]=[CH:34][C:29]4[N:30]=[C:31]([CH3:33])[O:32][C:28]=4[CH:27]=3)=[CH:24][NH:23][C:21]=2[N:22]=1)[C:6]([NH:8][CH:9]1[CH2:10][O:11][CH2:12]1)=[O:7]. (3) Given the reactants [N+:1]([C:4]1[CH:9]=[CH:8][CH:7]=[CH:6][C:5]=1[N:10]1[CH2:14][CH2:13][CH2:12][CH2:11]1)([O-])=O, predict the reaction product. The product is: [N:10]1([C:5]2[CH:6]=[CH:7][CH:8]=[CH:9][C:4]=2[NH2:1])[CH2:11][CH2:12][CH2:13][CH2:14]1. (4) Given the reactants C([O:8][C:9]1[CH:10]=[CH:11][C:12]2[CH2:18][CH:17]([NH:19][C:20]([N:22]3[CH2:27][CH2:26][CH:25]([N:28]4[CH2:37][C:36]5[C:31](=[CH:32][CH:33]=[CH:34][CH:35]=5)[NH:30][C:29]4=[O:38])[CH2:24][CH2:23]3)=[O:21])[C:16](=[O:39])[N:15]([CH3:40])[CH2:14][C:13]=2[CH:41]=1)C1C=CC=CC=1.[H][H], predict the reaction product. The product is: [OH:8][C:9]1[CH:10]=[CH:11][C:12]2[CH2:18][CH:17]([NH:19][C:20]([N:22]3[CH2:27][CH2:26][CH:25]([N:28]4[CH2:37][C:36]5[C:31](=[CH:32][CH:33]=[CH:34][CH:35]=5)[NH:30][C:29]4=[O:38])[CH2:24][CH2:23]3)=[O:21])[C:16](=[O:39])[N:15]([CH3:40])[CH2:14][C:13]=2[CH:41]=1. (5) Given the reactants [OH-].[K+].[CH3:3]C1C=CC(S(N(N=O)C)(=O)=O)=CC=1.[NH:17]1[C:21]2[CH:22]=[C:23]([N:26]3[CH:30]([C:31]4[C:36]([F:37])=[CH:35][CH:34]=[C:33]([F:38])[C:32]=4[Cl:39])[C:29]([C:40]4C=CC=CC=4)=[C:28]([OH:46])[C:27]3=[O:47])[CH:24]=[CH:25][C:20]=2[N:19]=[CH:18]1, predict the reaction product. The product is: [NH:17]1[C:21]2[CH:22]=[C:23]([N:26]3[CH:30]([C:31]4[C:36]([F:37])=[CH:35][CH:34]=[C:33]([F:38])[C:32]=4[Cl:39])[C:29]([CH3:40])=[C:28]([O:46][CH3:3])[C:27]3=[O:47])[CH:24]=[CH:25][C:20]=2[N:19]=[CH:18]1. (6) Given the reactants [OH:1][C:2]1[CH:11]=[CH:10][C:5]([C:6]([O:8][CH3:9])=[O:7])=[CH:4][CH:3]=1.C1N2CN3CN(C2)CN1C3.FC(F)(F)[C:24](O)=[O:25], predict the reaction product. The product is: [CH:24]([C:11]1[CH:10]=[C:5]([CH:4]=[CH:3][C:2]=1[OH:1])[C:6]([O:8][CH3:9])=[O:7])=[O:25]. (7) Given the reactants [C:1]([O:4][C:5]1[C:10]([C:11]([CH3:14])([CH3:13])[CH3:12])=[CH:9][C:8]([O:15]C(=O)C)=[CH:7][C:6]=1[C:19]([CH3:22])([CH3:21])[CH3:20])(=[O:3])[CH3:2].[OH-].[K+].O.Cl, predict the reaction product. The product is: [C:1]([O:4][C:5]1[C:10]([C:11]([CH3:13])([CH3:12])[CH3:14])=[CH:9][C:8]([OH:15])=[CH:7][C:6]=1[C:19]([CH3:22])([CH3:21])[CH3:20])(=[O:3])[CH3:2]. (8) The product is: [NH2:17][CH:12]1[CH:11]([CH3:14])[CH2:10][NH:9][CH2:8][C:7]1([CH3:15])[CH3:6]. Given the reactants C([O-])(=O)C.[NH4+].[CH3:6][C:7]1([CH3:15])[C:12](=O)[CH:11]([CH3:14])[CH2:10][NH:9][CH2:8]1.C([BH3-])#[N:17].[Na+], predict the reaction product. (9) Given the reactants [C:1]1([CH3:13])[CH:6]=[CH:5][CH:4]=[C:3]([C:7]2[CH:12]=[CH:11][CH:10]=[CH:9][N:8]=2)[CH:2]=1.C(O[CH:18]=[CH:19][C:20]1[CH:25]=[CH:24][CH:23]=[CH:22][CH:21]=1)(=O)C.C1(C)C=CC=CC=1, predict the reaction product. The product is: [CH3:13][C:1]1[CH:6]=[CH:5][C:4]([CH:18]=[CH:19][C:20]2[CH:25]=[CH:24][CH:23]=[CH:22][CH:21]=2)=[C:3]([C:7]2[CH:12]=[CH:11][CH:10]=[CH:9][N:8]=2)[CH:2]=1. (10) The product is: [CH:18]([CH:14]1[NH:15][CH2:16][CH2:17][N:12]([C:4]2[N:3]=[CH:2][C:11]3[C:6](=[CH:7][CH:8]=[CH:9][CH:10]=3)[N:5]=2)[CH2:13]1)([CH3:20])[CH3:19]. Given the reactants Cl[C:2]1[C:11]2[C:6](=[CH:7][CH:8]=[CH:9][CH:10]=2)[N:5]=[C:4]([N:12]2[CH2:17][CH2:16][NH:15][CH:14]([CH:18]([CH3:20])[CH3:19])[CH2:13]2)[N:3]=1, predict the reaction product.